This data is from Forward reaction prediction with 1.9M reactions from USPTO patents (1976-2016). The task is: Predict the product of the given reaction. Given the reactants COC1C=CC(P2(=S)SP(C3C=CC(OC)=CC=3)(=S)[S:10]2)=CC=1.[NH2:23][C:24](=O)[C@H:25]([NH:27][C:28](=[O:34])[O:29][C:30]([CH3:33])([CH3:32])[CH3:31])[CH3:26], predict the reaction product. The product is: [NH2:23][C:24](=[S:10])[C@H:25]([NH:27][C:28](=[O:34])[O:29][C:30]([CH3:33])([CH3:32])[CH3:31])[CH3:26].